Dataset: Catalyst prediction with 721,799 reactions and 888 catalyst types from USPTO. Task: Predict which catalyst facilitates the given reaction. (1) Reactant: [Cl:1][C:2]1[N:10]2[C:5]([C:6](=[O:12])[NH:7][C:8]([CH3:11])=[N:9]2)=[CH:4][CH:3]=1.C([O-])([O-])=O.[Cs+].[Cs+].[CH2:19](Br)[C:20]1[CH:25]=[CH:24][CH:23]=[CH:22][CH:21]=1. Product: [CH2:19]([N:7]1[C:6](=[O:12])[C:5]2=[CH:4][CH:3]=[C:2]([Cl:1])[N:10]2[N:9]=[C:8]1[CH3:11])[C:20]1[CH:25]=[CH:24][CH:23]=[CH:22][CH:21]=1. The catalyst class is: 38. (2) Reactant: C([O:3][C:4]([C:6]1[CH:10]=[C:9]([C:11]2[CH:16]=[CH:15][C:14]([NH:17][C:18](=[O:30])[CH2:19][C:20]3[CH:25]=[CH:24][C:23]([O:26][CH3:27])=[CH:22][C:21]=3[O:28][CH3:29])=[CH:13][CH:12]=2)[O:8][C:7]=1[CH3:31])=[O:5])C.[Li+].[OH-].Cl. Product: [CH3:29][O:28][C:21]1[CH:22]=[C:23]([O:26][CH3:27])[CH:24]=[CH:25][C:20]=1[CH2:19][C:18]([NH:17][C:14]1[CH:15]=[CH:16][C:11]([C:9]2[O:8][C:7]([CH3:31])=[C:6]([C:4]([OH:5])=[O:3])[CH:10]=2)=[CH:12][CH:13]=1)=[O:30]. The catalyst class is: 92. (3) Reactant: [NH2:1][CH2:2][CH2:3][C:4]1[N:5]=[C:6]([NH:9][C:10]2[C:15]([O:16][CH2:17][C:18]3[CH:23]=[CH:22][CH:21]=[CH:20][CH:19]=3)=[CH:14][CH:13]=[CH:12][N:11]=2)[S:7][CH:8]=1.[N:24]([CH2:27][CH3:28])=[C:25]=[O:26]. Product: [CH2:17]([O:16][C:15]1[C:10]([NH:9][C:6]2[S:7][CH:8]=[C:4]([CH2:3][CH2:2][NH:1][C:25]([NH:24][CH2:27][CH3:28])=[O:26])[N:5]=2)=[N:11][CH:12]=[CH:13][CH:14]=1)[C:18]1[CH:23]=[CH:22][CH:21]=[CH:20][CH:19]=1. The catalyst class is: 3. (4) Reactant: [CH2:1]([O:3][C:4](=[O:19])[C:5](=CC1C=CC(O)=CC=1)[C:6]([O:8][CH2:9][CH3:10])=[O:7])[CH3:2].N(CCC[Si](OCC)(OCC)OCC)=C=O. Product: [CH2:1]([O:3][C:4](=[O:19])[CH2:5][C:6]([O:8][CH2:9][CH3:10])=[O:7])[CH3:2]. The catalyst class is: 1. (5) Reactant: [Cl:1][C:2]1[CH:7]=[C:6]([CH:8](O)[CH3:9])[CH:5]=[CH:4][N:3]=1.C(N(S(F)(F)[F:17])CC)C.C(=O)([O-])O.[Na+]. Product: [Cl:1][C:2]1[CH:7]=[C:6]([CH:8]([F:17])[CH3:9])[CH:5]=[CH:4][N:3]=1. The catalyst class is: 46.